The task is: Predict the reactants needed to synthesize the given product.. This data is from Full USPTO retrosynthesis dataset with 1.9M reactions from patents (1976-2016). (1) The reactants are: [CH3:1][C:2]1([CH3:24])[C:19](=O)[CH2:18][CH2:17][C@@:16]2([CH3:21])[C@@:3]1([OH:23])[CH2:4][CH2:5][C@@H:6]1[C@@H:15]2[CH2:14][CH2:13][C@@:11]2([CH3:12])[C@H:7]1[CH2:8][CH2:9][C@@H:10]2[OH:22].[ClH:25].Cl.[NH:27]1[CH2:31][CH2:30][C@@H:29]([O:32][NH2:33])[CH2:28]1. Given the product [ClH:25].[NH:27]1[CH2:31][CH2:30][C@@H:29]([O:32]/[N:33]=[C:19]2/[C:2]([CH3:1])([CH3:24])[C@@:3]3([OH:23])[C@:16]([CH3:21])([CH2:17][CH2:18]/2)[C@@H:15]2[C@H:6]([C@H:7]4[C@@:11]([CH2:13][CH2:14]2)([CH3:12])[C@@H:10]([OH:22])[CH2:9][CH2:8]4)[CH2:5][CH2:4]3)[CH2:28]1, predict the reactants needed to synthesize it. (2) Given the product [OH:30][CH:10]1[CH2:9][NH:8][CH2:29][CH2:28][C:11]21[C:15](=[O:16])[N:14]([C:17]1[CH:22]=[CH:21][C:20]([CH2:23][C:24]([F:27])([F:25])[F:26])=[CH:19][CH:18]=1)[CH2:13][CH2:12]2, predict the reactants needed to synthesize it. The reactants are: C([N:8]1[CH2:29][CH2:28][C:11]2([C:15](=[O:16])[N:14]([C:17]3[CH:22]=[CH:21][C:20]([CH2:23][C:24]([F:27])([F:26])[F:25])=[CH:19][CH:18]=3)[CH2:13][CH2:12]2)[CH:10]([OH:30])[CH2:9]1)C1C=CC=CC=1. (3) Given the product [CH3:31][S:32]([O:23][CH2:22][CH2:21][O:20][CH:16]1[CH2:15][CH:14]2[CH2:19][CH:17]1[CH2:18][N:13]2[C:11]1[C:12]2[C:4]([CH:1]([CH3:3])[CH3:2])=[CH:5][S:6][C:7]=2[N:8]=[CH:9][N:10]=1)(=[O:34])=[O:33], predict the reactants needed to synthesize it. The reactants are: [CH:1]([C:4]1[C:12]2[C:11]([N:13]3[CH2:18][CH:17]4[CH2:19][CH:14]3[CH2:15][CH:16]4[O:20][CH2:21][CH2:22][OH:23])=[N:10][CH:9]=[N:8][C:7]=2[S:6][CH:5]=1)([CH3:3])[CH3:2].C(N(CC)CC)C.[CH3:31][S:32](Cl)(=[O:34])=[O:33]. (4) The reactants are: [CH3:1][CH:2]([O:4][C:5]1[CH:6]=[C:7]([CH:17]=[C:18]([O:20]CC2C=CC=CC=2)[CH:19]=1)[C:8]([NH:10][C:11]1[CH:15]=[CH:14][N:13]([CH3:16])[N:12]=1)=[O:9])[CH3:3]. Given the product [OH:20][C:18]1[CH:17]=[C:7]([CH:6]=[C:5]([O:4][CH:2]([CH3:3])[CH3:1])[CH:19]=1)[C:8]([NH:10][C:11]1[CH:15]=[CH:14][N:13]([CH3:16])[N:12]=1)=[O:9], predict the reactants needed to synthesize it. (5) The reactants are: [NH2:1][C:2]1[CH:3]=[C:4]([CH:9]=[CH:10][C:11]=1[F:12])[C:5]([O:7][CH3:8])=[O:6].[C:13]([O-:16])(O)=[O:14].[Na+].[CH2:18]1[CH2:22]OC[CH2:19]1. Given the product [F:12][C:11]1[CH:10]=[CH:9][C:4]([C:5]([O:7][CH3:8])=[O:6])=[CH:3][C:2]=1[NH:1][C:13]([O:16][CH2:22][CH:18]=[CH2:19])=[O:14], predict the reactants needed to synthesize it.